From a dataset of Forward reaction prediction with 1.9M reactions from USPTO patents (1976-2016). Predict the product of the given reaction. Given the reactants [OH:1][CH2:2][C:3]1O[CH:5]=[C:6]([O:10][CH2:11][C:12]2[CH:17]=[CH:16][C:15]([O:18][CH3:19])=[CH:14][CH:13]=2)[C:7](=[O:9])[CH:8]=1.Cl.[NH2:21][OH:22], predict the reaction product. The product is: [OH:22][N:21]1[CH:5]=[C:6]([O:10][CH2:11][C:12]2[CH:17]=[CH:16][C:15]([O:18][CH3:19])=[CH:14][CH:13]=2)[C:7](=[O:9])[CH:8]=[C:3]1[CH2:2][OH:1].